This data is from Full USPTO retrosynthesis dataset with 1.9M reactions from patents (1976-2016). The task is: Predict the reactants needed to synthesize the given product. (1) Given the product [Br:1][C:2]1[CH:3]=[N:4][CH:5]=[C:6]([O:8][CH2:9][CH2:10][S:14]([CH3:16])(=[O:15])=[O:12])[CH:7]=1, predict the reactants needed to synthesize it. The reactants are: [Br:1][C:2]1[CH:3]=[N:4][CH:5]=[C:6]([O:8][CH2:9][CH2:10]Br)[CH:7]=1.[O:12]([S:14]([CH3:16])=[O:15])[Na].CS(C)=O. (2) Given the product [CH2:21]([O:20][C:18](=[O:19])[C:17]([NH:6][C:5]1[CH:7]=[CH:8][C:2]([Cl:1])=[CH:3][CH:4]=1)=[O:23])[CH3:22], predict the reactants needed to synthesize it. The reactants are: [Cl:1][C:2]1[CH:8]=[CH:7][C:5]([NH2:6])=[CH:4][CH:3]=1.C(N(CC)CC)C.Cl[C:17](=[O:23])[C:18]([O:20][CH2:21][CH3:22])=[O:19].C(=O)([O-])O.[Na+]. (3) Given the product [CH:1]1([C:7]2[C:8]3[CH:9]=[CH:10][C:11]([C:40]([NH:61][S:58]([CH:56]([CH3:57])[CH3:55])(=[O:60])=[O:59])=[O:41])=[CH:12][C:13]=3[N:14]3[CH2:20][C:19]([C:21]4[O:25][CH:24]=[N:23][C:22]=4[C:26]([N:28]4[CH2:29][CH2:30][O:31][CH2:32][CH2:33]4)=[O:27])=[CH:18][C:17]4[CH:34]=[C:35]([O:38][CH3:39])[CH:36]=[CH:37][C:16]=4[C:15]=23)[CH2:2][CH2:3][CH2:4][CH2:5][CH2:6]1, predict the reactants needed to synthesize it. The reactants are: [CH:1]1([C:7]2[C:8]3[CH:9]=[CH:10][C:11]([C:40](O)=[O:41])=[CH:12][C:13]=3[N:14]3[CH2:20][C:19]([C:21]4[O:25][CH:24]=[N:23][C:22]=4[C:26]([N:28]4[CH2:33][CH2:32][O:31][CH2:30][CH2:29]4)=[O:27])=[CH:18][C:17]4[CH:34]=[C:35]([O:38][CH3:39])[CH:36]=[CH:37][C:16]=4[C:15]=23)[CH2:6][CH2:5][CH2:4][CH2:3][CH2:2]1.C1N=CN(C(N2C=NC=C2)=O)C=1.[CH3:55][CH:56]([S:58]([NH2:61])(=[O:60])=[O:59])[CH3:57].C1CCN2C(=NCCC2)CC1. (4) The reactants are: C([O:5][C:6]([N:8]1[CH:12]=[C:11]([C:13](=[N:15]O)[NH2:14])[C:10]([CH3:17])=[N:9]1)=[O:7])(C)(C)C.[CH3:18]O. Given the product [C:6]([OH:5])(=[O:7])[CH3:18].[CH3:17][C:10]1[C:11]([C:13]([NH2:15])=[NH:14])=[CH:12][NH:8][N:9]=1, predict the reactants needed to synthesize it. (5) The reactants are: [C:1](/[CH:3]=[CH:4]/[S:5]([C:8]1[CH:13]=[CH:12][C:11]([C:14]([CH3:19])([CH3:18])[C:15]([OH:17])=O)=[CH:10][CH:9]=1)(=[O:7])=[O:6])#[N:2].[O:20]1[CH2:25][CH2:24][CH:23]([NH2:26])[CH2:22][CH2:21]1.Cl.CN(C)CCCN=C=NCC.ON1C2C=CC=CC=2N=N1.C(=O)(O)[O-].[Na+]. Given the product [C:1](/[CH:3]=[CH:4]/[S:5]([C:8]1[CH:9]=[CH:10][C:11]([C:14]([CH3:19])([CH3:18])[C:15]([NH:26][CH:23]2[CH2:24][CH2:25][O:20][CH2:21][CH2:22]2)=[O:17])=[CH:12][CH:13]=1)(=[O:6])=[O:7])#[N:2], predict the reactants needed to synthesize it.